Task: Predict the reactants needed to synthesize the given product.. Dataset: Retrosynthesis with 50K atom-mapped reactions and 10 reaction types from USPTO (1) Given the product CC(C)N1CCC(N2CCC[C@H](N(CC(N)=O)S(=O)(=O)c3ccc4cc(Cl)ccc4c3)C2=O)CC1, predict the reactants needed to synthesize it. The reactants are: COC(=O)CN([C@H]1CCCN(C2CCN(C(C)C)CC2)C1=O)S(=O)(=O)c1ccc2cc(Cl)ccc2c1.N. (2) Given the product CC(=O)c1ccc(N2CCN(c3ccc4nnc(C(F)(F)F)n4n3)CC2)cc1, predict the reactants needed to synthesize it. The reactants are: CC(=O)c1ccc(N2CCNCC2)cc1.FC(F)(F)c1nnc2ccc(Cl)nn12. (3) Given the product O=C(O)CN1C(=O)C2(COc3cc4c(cc32)CCO4)c2ccccc21, predict the reactants needed to synthesize it. The reactants are: CCOC(=O)CN1C(=O)C2(COc3cc4c(cc32)CCO4)c2ccccc21. (4) Given the product Cc1ccccc1C(=O)Nc1ccc(CN2C(=O)C=C(CCO)Sc3ccccc32)cc1, predict the reactants needed to synthesize it. The reactants are: Cc1ccccc1C(=O)Cl.Nc1ccc(CN2C(=O)C=C(CCO)Sc3ccccc32)cc1. (5) Given the product Nc1ncnc2ccc(-c3ccnc(NCCN4CCCC4)c3)cc12, predict the reactants needed to synthesize it. The reactants are: Brc1ccnc(NCCN2CCCC2)c1.CC1(C)OB(c2ccc3ncnc(N)c3c2)OC1(C)C. (6) Given the product Oc1cccc(C23CCCC2CN(CC2CCCO2)CC3)c1, predict the reactants needed to synthesize it. The reactants are: BrCC1CCCO1.Oc1cccc(C23CCCC2CNCC3)c1. (7) The reactants are: CC(C)C[C@@H](/C=C/C(=O)N1CCc2ccccc21)NC(=O)C1(NC(=O)OC(C)(C)C)CCOCC1. Given the product CC(C)C[C@@H](/C=C/C(=O)N1CCc2ccccc21)NC(=O)C1(N)CCOCC1, predict the reactants needed to synthesize it. (8) Given the product CC=CCNc1ccc(Cl)c(C(C)C)c1, predict the reactants needed to synthesize it. The reactants are: CC(C)c1cc(N)ccc1Cl.CC=CCCl. (9) Given the product COc1ccccc1C(=O)Nc1cc(-c2ccc(F)cc2)sc1C#N, predict the reactants needed to synthesize it. The reactants are: COc1ccccc1C(=O)Cl.N#Cc1sc(-c2ccc(F)cc2)cc1N. (10) Given the product CN(C)c1c(F)cc(-c2cc(=O)c3ccc4[nH]c(=O)[nH]c4c3o2)cc1F, predict the reactants needed to synthesize it. The reactants are: CN(C)c1c(F)cc(-c2cc(=O)c3ccc(N)c(N)c3o2)cc1F.O=C(n1ccnc1)n1ccnc1.